Dataset: Peptide-MHC class I binding affinity with 185,985 pairs from IEDB/IMGT. Task: Regression. Given a peptide amino acid sequence and an MHC pseudo amino acid sequence, predict their binding affinity value. This is MHC class I binding data. (1) The peptide sequence is SSKMFNYFK. The MHC is HLA-C06:02 with pseudo-sequence HLA-C06:02. The binding affinity (normalized) is 0.0847. (2) The peptide sequence is NFSLGAAVK. The MHC is H-2-Kb with pseudo-sequence H-2-Kb. The binding affinity (normalized) is 0.126. (3) The peptide sequence is RQMEGEGVF. The MHC is HLA-B15:01 with pseudo-sequence HLA-B15:01. The binding affinity (normalized) is 0.854.